From a dataset of Forward reaction prediction with 1.9M reactions from USPTO patents (1976-2016). Predict the product of the given reaction. (1) Given the reactants C[C:2]([CH3:5])([O-:4])[CH3:3].[K+].ClC1[N:9]=[N+:10]([O-])[C:11]([Cl:14])=CC=1.[Cl-].[NH4+].ClC1[N+]([O-])=NC([O:26][C:27]2[CH:34]=[CH:33][CH:32]=[C:31]3[C:28]=2[CH2:29][CH:30]3[CH2:35][CH2:36][CH2:37]Cl)=CC=1.ClC1N=[N+]([O-])C([O:46]C2C=CC=C3C=2CC3CCCCl)=CC=1, predict the reaction product. The product is: [Cl:14][C:11]1[N:10]=[N:9][C:5]([O:26][C:27]2[CH:34]=[CH:33][CH:32]=[C:31]3[C:28]=2[CH2:29][CH:30]3[CH2:35][CH2:36][CH2:37][OH:46])=[C:2]([OH:4])[CH:3]=1. (2) The product is: [N:38]1([C:35]2[CH:34]=[CH:33][C:32]([NH:31][CH:2]=[C:3]3[C:11]4[C:6](=[CH:7][C:8]([C:12]([C:14]5[CH:15]=[C:16]([NH:20][C:21]([C:23]6[N:24]([CH3:29])[N:25]=[C:26]([CH3:28])[CH:27]=6)=[O:22])[CH:17]=[CH:18][CH:19]=5)=[O:13])=[CH:9][CH:10]=4)[NH:5][C:4]3=[O:30])=[CH:37][CH:36]=2)[CH2:39][CH2:40][O:41][CH2:42][CH2:43]1. Given the reactants O[CH:2]=[C:3]1[C:11]2[C:6](=[CH:7][C:8]([C:12]([C:14]3[CH:15]=[C:16]([NH:20][C:21]([C:23]4[N:24]([CH3:29])[N:25]=[C:26]([CH3:28])[CH:27]=4)=[O:22])[CH:17]=[CH:18][CH:19]=3)=[O:13])=[CH:9][CH:10]=2)[NH:5][C:4]1=[O:30].[NH2:31][C:32]1[CH:37]=[CH:36][C:35]([N:38]2[CH2:43][CH2:42][O:41][CH2:40][CH2:39]2)=[CH:34][CH:33]=1, predict the reaction product.